Predict the product of the given reaction. From a dataset of Forward reaction prediction with 1.9M reactions from USPTO patents (1976-2016). The product is: [Br:26][C:27]1[N:28]=[C:29]([NH:35][C:36]2[CH:37]=[C:38]3[C:42](=[CH:43][CH:44]=2)[CH2:41][N:40]([CH3:2])[CH2:39]3)[C:30](=[O:34])[N:31]([CH3:33])[CH:32]=1. Given the reactants Br[C:2]1C=C(NC2C=CC(N3CCN(C(C)C)CC3)=CN=2)C(=O)N(C)C=1.[Br:26][C:27]1[N:28]=[C:29]([NH:35][C:36]2[CH:37]=[C:38]3[C:42](=[CH:43][CH:44]=2)[CH2:41][NH:40][CH2:39]3)[C:30](=[O:34])[N:31]([CH3:33])[CH:32]=1, predict the reaction product.